Dataset: Reaction yield outcomes from USPTO patents with 853,638 reactions. Task: Predict the reaction yield, written as a fraction of the theoretical maximum amount of product (1.0 means a 100% yield; for example, 0.34 means a 34% yield). (1) The product is [CH2:1]([N:4]1[C:12]2[C:7](=[CH:8][C:9]([N:13]([CH2:14][CH2:15][O:16][Si:17]([C:20]([CH3:22])([CH3:23])[CH3:21])([CH3:18])[CH3:19])[C:39]([C:38]3[C:33]([Cl:32])=[N:34][CH:35]=[N:36][C:37]=3[Cl:42])=[O:40])=[CH:10][CH:11]=2)[C:6](=[O:24])[N:5]1[CH2:25][C:26]1[CH:27]=[CH:28][CH:29]=[CH:30][CH:31]=1)[CH:2]=[CH2:3]. The reactants are [CH2:1]([N:4]1[C:12]2[C:7](=[CH:8][C:9]([NH:13][CH2:14][CH2:15][O:16][Si:17]([C:20]([CH3:23])([CH3:22])[CH3:21])([CH3:19])[CH3:18])=[CH:10][CH:11]=2)[C:6](=[O:24])[N:5]1[CH2:25][C:26]1[CH:31]=[CH:30][CH:29]=[CH:28][CH:27]=1)[CH:2]=[CH2:3].[Cl:32][C:33]1[C:38]([C:39](Cl)=[O:40])=[C:37]([Cl:42])[N:36]=[CH:35][N:34]=1. The yield is 0.460. The catalyst is C(Cl)Cl. (2) The reactants are [N:1]1[C:10]2[C:5](=[CH:6][CH:7]=[CH:8][CH:9]=2)[N:4]=[CH:3][C:2]=1[C:11]1[CH:12]=[C:13]([NH2:17])[CH:14]=[CH:15][CH:16]=1.C(N(C(C)C)CC)(C)C.[Cl:27][CH:28]([CH3:32])[C:29](Cl)=[O:30]. The catalyst is C1COCC1.C(OCC)(=O)C. The product is [Cl:27][CH:28]([CH3:32])[C:29]([NH:17][C:13]1[CH:14]=[CH:15][CH:16]=[C:11]([C:2]2[CH:3]=[N:4][C:5]3[C:10](=[CH:9][CH:8]=[CH:7][CH:6]=3)[N:1]=2)[CH:12]=1)=[O:30]. The yield is 0.520. (3) The product is [N:1]1([C@H:6]2[CH2:10][CH2:9][C@H:8]([NH2:11])[CH2:7]2)[CH:5]=[CH:4][CH:3]=[N:2]1. The yield is 0.520. The catalyst is CCO. The reactants are [N:1]1([C@H:6]2[CH2:10][CH2:9][C@H:8]([N:11]3C(=O)C4=CC=CC=C4C3=O)[CH2:7]2)[CH:5]=[CH:4][CH:3]=[N:2]1. (4) The reactants are [Cl:1][C:2]1[CH:7]=[C:6](I)[C:5]([Cl:9])=[CH:4][N:3]=1.[NH2:10][C:11]1[CH:18]=[CH:17][C:16]([F:19])=[CH:15][C:12]=1[C:13]#[N:14].[O-]P(OP(OP([O-])([O-])=O)([O-])=O)(=O)[O-].[K+].[K+].[K+].[K+].[K+]. The catalyst is O1CCOCC1.C([O-])(=O)C.[Pd+2].C([O-])(=O)C.C1C=CC(P(C2C(OC3C(P(C4C=CC=CC=4)C4C=CC=CC=4)=CC=CC=3)=CC=CC=2)C2C=CC=CC=2)=CC=1. The product is [Cl:1][C:2]1[CH:7]=[C:6]([NH:10][C:11]2[CH:18]=[CH:17][C:16]([F:19])=[CH:15][C:12]=2[C:13]#[N:14])[C:5]([Cl:9])=[CH:4][N:3]=1. The yield is 0.860. (5) The reactants are [CH3:1][C:2]1([CH3:22])[CH2:6][N:5]([C:7]2[CH:12]=[CH:11][C:10]([C:13]#[C:14][C:15]3[CH:20]=[CH:19][CH:18]=[CH:17][CH:16]=3)=[CH:9][N:8]=2)[C:4](=[O:21])[NH:3]1.[H-].[Na+].IC.[C:27]([O-])(O)=O.[Na+]. The catalyst is CN(C=O)C. The product is [CH3:27][N:3]1[C:2]([CH3:22])([CH3:1])[CH2:6][N:5]([C:7]2[CH:12]=[CH:11][C:10]([C:13]#[C:14][C:15]3[CH:16]=[CH:17][CH:18]=[CH:19][CH:20]=3)=[CH:9][N:8]=2)[C:4]1=[O:21]. The yield is 0.810. (6) The reactants are [CH:1]1[C:10]2[C:5](=[CH:6][CH:7]=[CH:8][CH:9]=2)[CH:4]=[CH:3][C:2]=1[CH2:11][OH:12].[H-].[Na+].[NH2:15][C:16]1[C:25](Cl)=[N:24][C:23]2[C:18](=[CH:19][CH:20]=[CH:21][CH:22]=2)[N:17]=1. The catalyst is O1CCCC1. The product is [NH2:15][C:16]1[C:25]([O:12][CH2:11][C:2]2[CH:3]=[CH:4][C:5]3[C:10](=[CH:9][CH:8]=[CH:7][CH:6]=3)[CH:1]=2)=[N:24][C:23]2[C:18](=[CH:19][CH:20]=[CH:21][CH:22]=2)[N:17]=1. The yield is 0.820. (7) The reactants are [C:1]([O:5][C:6]([NH:8][CH2:9][C:10]1([C:15](OC)=[O:16])[CH2:14][CH2:13][CH2:12][CH2:11]1)=[O:7])([CH3:4])([CH3:3])[CH3:2].[H-].C([Al+]CC(C)C)C(C)C.CCOCC. The catalyst is C1COCC1.C(Cl)Cl. The product is [OH:16][CH2:15][C:10]1([CH2:9][NH:8][C:6](=[O:7])[O:5][C:1]([CH3:3])([CH3:2])[CH3:4])[CH2:14][CH2:13][CH2:12][CH2:11]1. The yield is 0.770. (8) The reactants are [CH2:1]([C:8]1[CH:13]=[CH:12][C:11]([OH:14])=[CH:10][CH:9]=1)[C:2]1[CH:7]=[CH:6][CH:5]=[CH:4][CH:3]=1.[H-].[Na+].[C:17]([O:21][C:22]([N:24]1[CH2:28][CH2:27][CH2:26][C@@H:25]1[CH2:29]OS(C1C=CC(C)=CC=1)(=O)=O)=[O:23])([CH3:20])([CH3:19])[CH3:18]. The catalyst is CN(C=O)C. The product is [C:17]([O:21][C:22]([N:24]1[CH2:28][CH2:27][CH2:26][C@@H:25]1[CH2:29][O:14][C:11]1[CH:10]=[CH:9][C:8]([CH2:1][C:2]2[CH:3]=[CH:4][CH:5]=[CH:6][CH:7]=2)=[CH:13][CH:12]=1)=[O:23])([CH3:20])([CH3:18])[CH3:19]. The yield is 0.730. (9) The reactants are [O:1]1[C:6]2[CH:7]=[CH:8][C:9]([NH:11][C:12]3[O:13][C:14]([C:17]4[CH:22]=[CH:21][CH:20]=[CH:19][C:18]=4[N+:23]([O-])=O)=[CH:15][N:16]=3)=[CH:10][C:5]=2[O:4][CH2:3][CH2:2]1. The catalyst is CO.[Pd]. The product is [NH2:23][C:18]1[CH:19]=[CH:20][CH:21]=[CH:22][C:17]=1[C:14]1[O:13][C:12]([NH:11][C:9]2[CH:8]=[CH:7][C:6]3[O:1][CH2:2][CH2:3][O:4][C:5]=3[CH:10]=2)=[N:16][CH:15]=1. The yield is 0.870.